From a dataset of Forward reaction prediction with 1.9M reactions from USPTO patents (1976-2016). Predict the product of the given reaction. (1) Given the reactants [CH2:1]([O:8][C:9]([NH:11][CH2:12][CH2:13][N:14]1[C:19]2[CH:20]=[C:21]([C:28]([N:30]([C@@H:34]3[CH2:39][CH2:38][CH2:37][N:36]([C:40]([O:42][C:43]([CH3:46])([CH3:45])[CH3:44])=[O:41])[CH2:35]3)[CH:31]([CH3:33])[CH3:32])=[O:29])[C:22]([C:24]([F:27])([F:26])[F:25])=[CH:23][C:18]=2[O:17][C:16]([CH3:52])([C:47]([O:49]CC)=[O:48])[C:15]1=[O:53])=[O:10])[C:2]1[CH:7]=[CH:6][CH:5]=[CH:4][CH:3]=1.[CH2:54](Br)[C:55]1[CH:60]=[CH:59][CH:58]=[CH:57][CH:56]=1.[H-].[Na+].[OH-].[Na+].S([O-])(O)(=O)=O.[K+], predict the reaction product. The product is: [CH2:54]([N:11]([C:9]([O:8][CH2:1][C:2]1[CH:3]=[CH:4][CH:5]=[CH:6][CH:7]=1)=[O:10])[CH2:12][CH2:13][N:14]1[C:19]2[CH:20]=[C:21]([C:28]([N:30]([C@@H:34]3[CH2:39][CH2:38][CH2:37][N:36]([C:40]([O:42][C:43]([CH3:46])([CH3:44])[CH3:45])=[O:41])[CH2:35]3)[CH:31]([CH3:33])[CH3:32])=[O:29])[C:22]([C:24]([F:26])([F:27])[F:25])=[CH:23][C:18]=2[O:17][C:16]([CH3:52])([C:47]([OH:49])=[O:48])[C:15]1=[O:53])[C:55]1[CH:60]=[CH:59][CH:58]=[CH:57][CH:56]=1. (2) Given the reactants [OH:1][C:2]1[CH:20]=[CH:19][C:5]([C:6]2[C:15](=[O:16])[C:14]3[C:9](=[CH:10][C:11]([OH:18])=[CH:12][C:13]=3[CH3:17])[O:8][CH:7]=2)=[CH:4][CH:3]=1.[C:21](OC(=O)C)(=[O:23])[CH3:22].[CH3:28][C:29](CC(O)=O)=[O:30], predict the reaction product. The product is: [C:21]([O:1][C:2]1[CH:3]=[CH:4][C:5]([C:6]2[C:15](=[O:16])[C:14]3[C:9](=[CH:10][C:11]([O:18][C:29](=[O:30])[CH3:28])=[CH:12][C:13]=3[CH3:17])[O:8][CH:7]=2)=[CH:19][CH:20]=1)(=[O:23])[CH3:22]. (3) Given the reactants [Cl:1][C:2]1[CH:3]=[CH:4][C:5]2[N:6]=[CH:7][N:8]=[C:9](OC3CCOCC3)[C:10]=2[N:11]=1.[CH:19]1([NH2:23])[CH2:22][CH2:21][CH2:20]1.CC(C)([O-])C.[Na+], predict the reaction product. The product is: [Cl:1][C:2]1[CH:3]=[CH:4][C:5]2[N:6]=[CH:7][N:8]=[C:9]([NH:23][CH:19]3[CH2:22][CH2:21][CH2:20]3)[C:10]=2[N:11]=1. (4) Given the reactants [F:1][CH:2]([F:31])[C:3]1[N:7]([C:8]2[N:13]=[C:12]([N:14]3[CH2:19][CH2:18][O:17][CH2:16][CH2:15]3)[N:11]=[C:10]([N:20]3[CH2:25][CH2:24][NH:23][CH2:22][CH2:21]3)[N:9]=2)[C:6]2[CH:26]=[CH:27][CH:28]=[C:29]([OH:30])[C:5]=2[N:4]=1.C(Cl)Cl.[Cl:35][CH2:36][C:37](Cl)=[O:38], predict the reaction product. The product is: [Cl:35][CH2:36][C:37]([N:23]1[CH2:24][CH2:25][N:20]([C:10]2[N:11]=[C:12]([N:14]3[CH2:15][CH2:16][O:17][CH2:18][CH2:19]3)[N:13]=[C:8]([N:7]3[C:6]4[CH:26]=[CH:27][CH:28]=[C:29]([OH:30])[C:5]=4[N:4]=[C:3]3[CH:2]([F:1])[F:31])[N:9]=2)[CH2:21][CH2:22]1)=[O:38]. (5) Given the reactants [NH2:1][C@@H:2]([CH2:7][C:8]1[CH:13]=[C:12]([OH:14])[CH:11]=[C:10](F)[CH:9]=1)[C:3]([O:5]C)=[O:4].BrC1C=C(OC)C=C(F)C=1.NC(CC1C=C(O)C=C(F)C=1)C(OC)=O, predict the reaction product. The product is: [CH:10]1[CH:11]=[C:12]([OH:14])[CH:13]=[C:8]([CH2:7][C@H:2]([NH2:1])[C:3]([OH:5])=[O:4])[CH:9]=1. (6) Given the reactants Br[C:2]1[CH:7]=[C:6]([Cl:8])[N:5]=[N:4][C:3]=1[NH2:9].Br[CH2:11][C:12]([C:14]1[CH:15]=[N:16][CH:17]=[CH:18][CH:19]=1)=O.O1CCOCC1.[NH:26]1[CH2:31][CH2:30][O:29][CH2:28][CH2:27]1, predict the reaction product. The product is: [Cl:8][C:6]1[CH:7]=[C:2]([N:26]2[CH2:31][CH2:30][O:29][CH2:28][CH2:27]2)[C:3]2[N:4]([CH:11]=[C:12]([C:14]3[CH:15]=[N:16][CH:17]=[CH:18][CH:19]=3)[N:9]=2)[N:5]=1.